From a dataset of Experimentally validated miRNA-target interactions with 360,000+ pairs, plus equal number of negative samples. Binary Classification. Given a miRNA mature sequence and a target amino acid sequence, predict their likelihood of interaction. (1) The miRNA is rno-let-7d-5p with sequence AGAGGUAGUAGGUUGCAUAGUU. The protein sequence of the target gene is MKHSKKTYDSFQDELEDYIKVQKARGLEPKTCFRKMKGDYLETCGYKGEVNSRPTYRMFDQRLPSETIQTYPRSCNIPQTVENRLPQWLPAHDSRLRLDSLSYCQFTRDCFSEKPVPLNFNQQEYICGSHGVEHRVYKHFSSDNSTSTHQASHKQIHQKRKRHPEEGREKSEEERSKHKRKKSCEEIDLDKHKSIQRKKTEVEIETVHVSTEKLKNRKEKKSRDVVSKKEERKRTKKKKEQGQERTEEEMLWDQSILGF. Result: 0 (no interaction). (2) The miRNA is hsa-miR-92a-3p with sequence UAUUGCACUUGUCCCGGCCUGU. The protein sequence of the target gene is MVRHQPLQYYEPQLCLSCLTGIYGCRWKRYQRSHDDTTPWERLWFLLLTFTFGLTLTWLYFWWEVHNDYDEFNWYLYNRMGYWSDWPVPILVTTAAAFAYIAGLLVLALCHIAVGQQMNLHWLHKIGLVVILASTVVAMSAVAQLWEDEWEVLLISLQGTAPFLHVGAVAAVTMLSWIVAGQFARAERTSSQVTILCTFFTVVFALYLAPLTISSPCIMEKKDLGPKPALIGHRGAPMLAPEHTLMSFRKALEQKLYGLQADITISLDGVPFLMHDTTLRRTTNVEEEFPELARRPASML.... Result: 1 (interaction). (3) The miRNA is hsa-miR-605-5p with sequence UAAAUCCCAUGGUGCCUUCUCCU. The protein sequence of the target gene is MTLQELVHKAASCYMDRVAVCFDECNNQLPVYYTYKTVVNAASELSNFLLLHCDFQGIREIGLYCQPGIDLPSWILGILQVPAAYVPIEPDSPPSLSTHFMKKCNLKYILVEKKQINKFKSFHETLLNYDTFTVEHNDLVLFRLHWKNTEVNLMLNDGKEKYEKEKIKSISSEHVNEEKAEEHMDLRLKHCLAYVLHTSGTTGIPKIVRVPHKCIVPNIQHFRVLFDITQEDVLFLASPLTFDPSVVEIFLALSSGASLLIVPTSVKLLPSKLASVLFSHHRVTVLQATPTLLRRFGSQL.... Result: 1 (interaction). (4) The miRNA is hsa-miR-148b-3p with sequence UCAGUGCAUCACAGAACUUUGU. The protein sequence of the target gene is MEPEAFEICPYDPHHRIPLSRFQYHLASCRRKNPKKAKKMATCKYNACHVVPIKNLEEHEAVCVNRSAVEEEDTENPLKVSPPSSEQNDDTQQVSPCLPSPDIWNVDGANCQHVFVLKTFFPQKVVCENDTKESARETSPQKILRPGQ. Result: 1 (interaction).